This data is from Experimentally validated miRNA-target interactions with 360,000+ pairs, plus equal number of negative samples. The task is: Binary Classification. Given a miRNA mature sequence and a target amino acid sequence, predict their likelihood of interaction. (1) The protein sequence of the target gene is MERPEAGGINSNECENVSRKKKMSEEFEANTMDSLVDMPFATVDIQDDCGITDEPQINLKRSQENEWVKSDQVKKRKKKRKDYQPNYFLSIPITNKEIIKGIKILQNAIIQQDERLAKAMVSDGSFHITLLVMQLLNEDEVNIGIDALLELKPFIEELLQGKHLTLPFQGIGTFGNQVGFVKLAEGDHVNSLLEIAETANRTFQEKGILVGESRSFKPHLTFMKLSKSPWLRKNGVKKIDPDLYEKFISHRFGEEILYRIDLCSMLKKKQSNGYYHCESSIVIGEKNGGEPDDAELVRLS.... The miRNA is hsa-miR-4753-5p with sequence CAAGGCCAAAGGAAGAGAACAG. Result: 0 (no interaction). (2) The miRNA is mmu-miR-466k with sequence UGUGUGUGUACAUGUACAUGUGA. The protein sequence of the target gene is MAGPRGALLAWCRRQCEGYRGVDIRDLSSSFRDGLAFCAILHRHRPDLLDFQSLSKENVFENNRLAFEVAEKELGIPALLDPNDMVSMSVPDCLSIMTYVSQYYNHFTSSGQAAASPPKPGKDPAPPSPTSTSPAVQPGEEAQGDDLSPDSLSEQGKQQPPSSACAACGQRVHLVQRYLAEGRLYHRHCFRCRQCSSTLVPGSYSSGPEEGTFVCAERCTRLGPGSRSGTRLLSQQRQQPAAAEAKDAEDNDPSLSVAAVAEADRLQASSEVQFHTPTKPPLPSKPQELASPPGGRPTPA.... Result: 1 (interaction). (3) The miRNA is hsa-miR-149-5p with sequence UCUGGCUCCGUGUCUUCACUCCC. The protein sequence of the target gene is MSTEAQRVDDSPSTSGGSSDGDQRESVQQEPEREQVQPKKKEGKISSKTAAKLSTSAKRIQKELAEITLDPPPNCSAGPKGDNIYEWRSTILGPPGSVYEGGVFFLDITFSPDYPFKPPKVTFRTRIYHCNINSQGVICLDILKDNWSPALTISKVLLSICSLLTDCNPADPLVGSIATQYMTNRAEHDRMARQWTKRYAT. Result: 1 (interaction).